Task: Predict the reactants needed to synthesize the given product.. Dataset: Full USPTO retrosynthesis dataset with 1.9M reactions from patents (1976-2016) Given the product [F:3][C:4]1[CH:9]=[C:8]([F:10])[CH:7]=[CH:6][C:5]=1[C:11]1[CH:16]=[CH:15][N:14]=[C:13]([N:17]2[CH2:18][CH2:19][N:20]([C:39]([NH:38][C:34]3[N:33]=[N:32][CH:37]=[CH:36][CH:35]=3)=[O:40])[CH2:21][CH2:22]2)[CH:12]=1, predict the reactants needed to synthesize it. The reactants are: Cl.Cl.[F:3][C:4]1[CH:9]=[C:8]([F:10])[CH:7]=[CH:6][C:5]=1[C:11]1[CH:16]=[CH:15][N:14]=[C:13]([N:17]2[CH2:22][CH2:21][NH:20][CH2:19][CH2:18]2)[CH:12]=1.C(N(CC)C(C)C)(C)C.[N:32]1[CH:37]=[CH:36][CH:35]=[C:34]([NH:38][C:39](=O)[O:40]CC(Cl)(Cl)Cl)[N:33]=1.O.